The task is: Predict the reaction yield, written as a fraction of the theoretical maximum amount of product (1.0 means a 100% yield; for example, 0.34 means a 34% yield).. This data is from Reaction yield outcomes from USPTO patents with 853,638 reactions. (1) The reactants are [F:1][C:2]1[C:7]([CH3:8])=[CH:6][C:5]([NH:9][CH:10]2[CH2:15][CH2:14][N:13]([C@H:16]3[CH2:21][CH2:20][C@@H:19]([O:22][CH2:23][CH2:24][CH3:25])[CH2:18][CH2:17]3)[CH2:12][CH2:11]2)=[C:4]([N+:26]([O-])=O)[CH:3]=1.O.NN. The catalyst is C(O)C.[Ni]. The product is [F:1][C:2]1[CH:3]=[C:4]([NH2:26])[C:5]([NH:9][CH:10]2[CH2:15][CH2:14][N:13]([C@H:16]3[CH2:21][CH2:20][C@@H:19]([O:22][CH2:23][CH2:24][CH3:25])[CH2:18][CH2:17]3)[CH2:12][CH2:11]2)=[CH:6][C:7]=1[CH3:8]. The yield is 0.950. (2) The reactants are Br[C:2]1[N:7]=[N:6][C:5]([NH2:8])=[N:4][C:3]=1[C:9]1[CH:14]=[CH:13][C:12]([F:15])=[CH:11][CH:10]=1.[Cl:16][C:17]1[CH:22]=[C:21](B2OC(C)(C)C(C)(C)O2)[CH:20]=[C:19]([CH3:32])[N:18]=1.C([O-])([O-])=O.[K+].[K+]. The catalyst is O1CCOCC1.O. The product is [Cl:16][C:17]1[CH:22]=[C:21]([C:2]2[N:7]=[N:6][C:5]([NH2:8])=[N:4][C:3]=2[C:9]2[CH:14]=[CH:13][C:12]([F:15])=[CH:11][CH:10]=2)[CH:20]=[C:19]([CH3:32])[N:18]=1. The yield is 0.610. (3) The reactants are Cl[C:2]1[N:7]=[C:6]([C:8]2[CH:13]=[CH:12][C:11]([C@@H:14]([N:16]3[CH2:21][CH2:20][C@@:19]([C:26]4[CH:31]=[CH:30][C:29]([F:32])=[CH:28][CH:27]=4)([CH2:22][CH2:23][CH2:24][OH:25])[O:18][C:17]3=[O:33])[CH3:15])=[CH:10][CH:9]=2)[CH:5]=[CH:4][N:3]=1.CO.[NH3:36]. No catalyst specified. The product is [NH2:36][C:2]1[N:7]=[C:6]([C:8]2[CH:13]=[CH:12][C:11]([C@@H:14]([N:16]3[CH2:21][CH2:20][C@@:19]([C:26]4[CH:31]=[CH:30][C:29]([F:32])=[CH:28][CH:27]=4)([CH2:22][CH2:23][CH2:24][OH:25])[O:18][C:17]3=[O:33])[CH3:15])=[CH:10][CH:9]=2)[CH:5]=[CH:4][N:3]=1. The yield is 0.900.